From a dataset of Catalyst prediction with 721,799 reactions and 888 catalyst types from USPTO. Predict which catalyst facilitates the given reaction. Reactant: [NH:1]1[C:9]2[C:4](=[CH:5][CH:6]=[CH:7][CH:8]=2)[C:3]([CH2:10][C@H:11]([NH:28]C(=O)OC(C)(C)C)[CH2:12][NH:13][C:14]2[CH:15]=[N:16][CH:17]=[C:18](/[CH:20]=[CH:21]/[C:22]3[CH:27]=[CH:26][N:25]=[CH:24][CH:23]=3)[CH:19]=2)=[CH:2]1.Cl. Product: [NH2:28][C@@H:11]([CH2:10][C:3]1[C:4]2[C:9](=[CH:8][CH:7]=[CH:6][CH:5]=2)[NH:1][CH:2]=1)[CH2:12][NH:13][C:14]1[CH:15]=[N:16][CH:17]=[C:18](/[CH:20]=[CH:21]/[C:22]2[CH:27]=[CH:26][N:25]=[CH:24][CH:23]=2)[CH:19]=1. The catalyst class is: 269.